Dataset: Full USPTO retrosynthesis dataset with 1.9M reactions from patents (1976-2016). Task: Predict the reactants needed to synthesize the given product. (1) Given the product [C:1]([C:5]1[CH:9]=[C:8]([NH:10][C:11]([NH:13][C:14]2[CH:19]=[C:18]([C:20]3[C:32](=[O:33])[N:31]([CH3:34])[C:23]4[N:24]=[C:25]([NH:36][C@@H:37]([CH3:38])[CH2:39][OH:40])[N:26]=[CH:27][C:22]=4[CH:21]=3)[CH:17]=[CH:16][C:15]=2[F:35])=[O:12])[O:7][N:6]=1)([CH3:4])([CH3:3])[CH3:2], predict the reactants needed to synthesize it. The reactants are: [C:1]([C:5]1[CH:9]=[C:8]([NH:10][C:11]([NH:13][C:14]2[CH:19]=[C:18]([C:20]3[C:32](=[O:33])[N:31]([CH3:34])[C:23]4[N:24]=[C:25](S(C)=O)[N:26]=[CH:27][C:22]=4[CH:21]=3)[CH:17]=[CH:16][C:15]=2[F:35])=[O:12])[O:7][N:6]=1)([CH3:4])([CH3:3])[CH3:2].[NH2:36][C@H:37]([CH2:39][OH:40])[CH3:38]. (2) Given the product [S:29]1[C:30]2[CH:36]=[CH:35][CH:34]=[CH:33][C:31]=2[N:32]=[C:28]1[C:2]1[C:3]([NH:10][C@H:11]2[C@@H:15]3[O:16][C:17]([CH3:20])([CH3:19])[O:18][C@@H:14]3[C@@H:13]([CH2:21][OH:22])[CH2:12]2)=[N:4][C:5]([S:8][CH3:9])=[N:6][CH:7]=1, predict the reactants needed to synthesize it. The reactants are: I[C:2]1[C:3]([NH:10][C@H:11]2[C@@H:15]3[O:16][C:17]([CH3:20])([CH3:19])[O:18][C@@H:14]3[C@@H:13]([CH2:21][OH:22])[CH2:12]2)=[N:4][C:5]([S:8][CH3:9])=[N:6][CH:7]=1.C([Sn](CCCC)(CCCC)[C:28]1[S:29][C:30]2[CH:36]=[CH:35][CH:34]=[CH:33][C:31]=2[N:32]=1)CCC.C(N(CC)CC)C.[F-].[K+]. (3) Given the product [F:23][C:21]1[CH2:20][CH2:19][C:18]2[CH2:17][CH2:16][N:15]3[C:10]([C@@H:8]([NH2:7])[CH3:9])=[N:11][CH:12]=[C:13]([C:14]=23)[CH:22]=1, predict the reactants needed to synthesize it. The reactants are: C(OC(=O)[NH:7][C@H:8]([C:10]1[N:15]2[CH2:16][CH2:17][C:18]3[CH2:19][CH2:20][C:21]([F:23])=[CH:22][C:13]([C:14]=32)=[CH:12][N:11]=1)[CH3:9])(C)(C)C.C(O)(C(F)(F)F)=O.C1(C)C=CC=CC=1. (4) The reactants are: [Cl:1][C:2]1[CH:11]=[CH:10][C:9]2[NH:8][C:7](=[O:12])[C:6]3[C:13]([CH3:22])=[N:14][N:15]([CH:16]4[CH2:21][CH2:20][CH2:19][CH2:18][O:17]4)[C:5]=3[C:4]=2[CH:3]=1.C(=O)([O-])[O-].[K+].[K+].Cl.[CH3:30][N:31]([CH2:33][CH2:34][CH2:35]Cl)[CH3:32]. Given the product [Cl:1][C:2]1[CH:11]=[CH:10][C:9]2[N:8]([CH2:35][CH2:34][CH2:33][N:31]([CH3:32])[CH3:30])[C:7](=[O:12])[C:6]3[C:13]([CH3:22])=[N:14][N:15]([CH:16]4[CH2:21][CH2:20][CH2:19][CH2:18][O:17]4)[C:5]=3[C:4]=2[CH:3]=1, predict the reactants needed to synthesize it. (5) Given the product [CH:28]1([C:31]2[CH:36]=[C:35]([CH2:19][N:17]3[CH2:16][C:15]4([CH2:26][C:12]([N:9]5[CH2:10][CH2:11][C:6]([CH3:27])([C:4]([O:3][CH2:1][CH3:2])=[O:5])[CH2:7][CH2:8]5)=[N:13][O:14]4)[CH2:18]3)[C:34]([N:39]3[CH2:40][CH2:41][S:42][CH2:43][CH2:44]3)=[CH:33][C:32]=2[C:45]2[CH:46]=[CH:47][C:48]([F:51])=[CH:49][CH:50]=2)[CH2:30][CH2:29]1, predict the reactants needed to synthesize it. The reactants are: [CH2:1]([O:3][C:4]([C:6]1([CH3:27])[CH2:11][CH2:10][N:9]([C:12]2[CH2:26][C:15]3([CH2:18][N:17]([C:19](OC(C)(C)C)=O)[CH2:16]3)[O:14][N:13]=2)[CH2:8][CH2:7]1)=[O:5])[CH3:2].[CH:28]1([C:31]2[CH:36]=[C:35](C=O)[C:34]([N:39]3[CH2:44][CH2:43][S:42][CH2:41][CH2:40]3)=[CH:33][C:32]=2[C:45]2[CH:50]=[CH:49][C:48]([F:51])=[CH:47][CH:46]=2)[CH2:30][CH2:29]1. (6) Given the product [Cl:12][C:9]1[CH:8]=[CH:7][C:6]([S:1]([Cl:4])(=[O:2])=[O:15])=[CH:11][N:10]=1, predict the reactants needed to synthesize it. The reactants are: [S:1]([Cl:4])(Cl)=[O:2].N[C:6]1[CH:7]=[CH:8][C:9]([Cl:12])=[N:10][CH:11]=1.Cl.N([O-])=[O:15].[Na+]. (7) Given the product [F:47][C:43]1[CH:44]=[CH:45][CH:46]=[C:18]([F:17])[C:19]=1[CH2:20][N:21]([CH3:42])[C:22](=[O:23])[NH:24][C:25]1[CH:26]=[CH:27][C:28]([S:31]([N:34]2[CH2:35][CH2:36][CH:37]([CH2:40][NH:1][CH2:2][CH:3]([C:5]3[CH:6]=[CH:7][C:8]([OH:16])=[C:9]([NH:11][S:12]([CH3:15])(=[O:14])=[O:13])[CH:10]=3)[OH:4])[CH2:38][CH2:39]2)(=[O:33])=[O:32])=[CH:29][CH:30]=1, predict the reactants needed to synthesize it. The reactants are: [NH2:1][CH2:2][C@@H:3]([C:5]1[CH:6]=[CH:7][C:8]([OH:16])=[C:9]([NH:11][S:12]([CH3:15])(=[O:14])=[O:13])[CH:10]=1)[OH:4].[F:17][C:18]1[CH:46]=[CH:45][CH:44]=[C:43]([F:47])[C:19]=1[CH2:20][N:21]([CH3:42])[C:22]([NH:24][C:25]1[CH:30]=[CH:29][C:28]([S:31]([N:34]2[CH2:39][CH2:38][CH:37]([CH:40]=O)[CH2:36][CH2:35]2)(=[O:33])=[O:32])=[CH:27][CH:26]=1)=[O:23].C(O)(=O)C.C([BH3-])#N.[Na+].